Dataset: hERG Central: cardiac toxicity at 1µM, 10µM, and general inhibition. Task: Predict hERG channel inhibition at various concentrations. (1) Results: hERG_inhib (hERG inhibition (general)): blocker. The compound is CCOC(=O)C1CCN(C(=O)COC(=O)c2ccccc2C(=O)c2ccc(Cl)cc2)CC1. (2) The compound is Cc1ccc(OCC(O)CN2CCC(Cc3ccccc3)CC2)c(C)c1.Cl. Results: hERG_inhib (hERG inhibition (general)): blocker. (3) The molecule is N=c1c(C(=O)NC2CCCCC2)cc2c(=O)n3ccccc3nc2n1Cc1ccco1. Results: hERG_inhib (hERG inhibition (general)): blocker. (4) The compound is CN(c1ccccc1)S(=O)(=O)c1ccc(Cl)c(C(=O)NCC(c2ccco2)N2CCCC2)c1. Results: hERG_inhib (hERG inhibition (general)): blocker. (5) The molecule is O=C(CSc1cccc2cccc(Cl)c12)OCC(=O)N1CCN(C(=O)c2ccco2)CC1. Results: hERG_inhib (hERG inhibition (general)): blocker. (6) The molecule is CC1CCN(CCc2nc3cc(NC(=O)COc4ccc(Cl)cc4)ccc3n2C)CC1. Results: hERG_inhib (hERG inhibition (general)): blocker. (7) The drug is CCOc1ccc(CNCc2ccccc2Cl)cc1.Cl. Results: hERG_inhib (hERG inhibition (general)): blocker. (8) The molecule is CCCCN(CCCC)CCCNC(=O)C1CC(c2cccc([N+](=O)[O-])c2)=NO1. Results: hERG_inhib (hERG inhibition (general)): blocker. (9) Results: hERG_inhib (hERG inhibition (general)): blocker. The compound is Cn1cc([C@@H]2C[C@H]3CN(Cc4cccc(Cl)c4)C(=O)[C@]34CCCN24)c(-c2ccccc2)n1.